This data is from NCI-60 drug combinations with 297,098 pairs across 59 cell lines. The task is: Regression. Given two drug SMILES strings and cell line genomic features, predict the synergy score measuring deviation from expected non-interaction effect. Drug 1: C1=NC2=C(N1)C(=S)N=C(N2)N. Drug 2: C1=CC(=CC=C1C#N)C(C2=CC=C(C=C2)C#N)N3C=NC=N3. Cell line: RXF 393. Synergy scores: CSS=17.3, Synergy_ZIP=-5.85, Synergy_Bliss=-1.36, Synergy_Loewe=-1.05, Synergy_HSA=-0.869.